This data is from Catalyst prediction with 721,799 reactions and 888 catalyst types from USPTO. The task is: Predict which catalyst facilitates the given reaction. Reactant: [F:1][C:2]1[CH:8]=[C:7]([Br:9])[CH:6]=[CH:5][C:3]=1[NH2:4].[CH:10](=O)/[CH:11]=[CH:12]/[CH3:13].N. Product: [Br:9][C:7]1[CH:6]=[C:5]2[C:3](=[C:2]([F:1])[CH:8]=1)[N:4]=[C:12]([CH3:13])[CH:11]=[CH:10]2. The catalyst class is: 33.